This data is from NCI-60 drug combinations with 297,098 pairs across 59 cell lines. The task is: Regression. Given two drug SMILES strings and cell line genomic features, predict the synergy score measuring deviation from expected non-interaction effect. (1) Drug 1: C1=C(C(=O)NC(=O)N1)N(CCCl)CCCl. Drug 2: CC1C(C(=O)NC(C(=O)N2CCCC2C(=O)N(CC(=O)N(C(C(=O)O1)C(C)C)C)C)C(C)C)NC(=O)C3=C4C(=C(C=C3)C)OC5=C(C(=O)C(=C(C5=N4)C(=O)NC6C(OC(=O)C(N(C(=O)CN(C(=O)C7CCCN7C(=O)C(NC6=O)C(C)C)C)C)C(C)C)C)N)C. Cell line: LOX IMVI. Synergy scores: CSS=47.9, Synergy_ZIP=23.0, Synergy_Bliss=23.5, Synergy_Loewe=24.3, Synergy_HSA=24.2. (2) Drug 1: C1C(C(OC1N2C=C(C(=O)NC2=O)F)CO)O. Drug 2: CC(C)CN1C=NC2=C1C3=CC=CC=C3N=C2N. Cell line: A549. Synergy scores: CSS=52.5, Synergy_ZIP=4.06, Synergy_Bliss=4.65, Synergy_Loewe=-14.0, Synergy_HSA=4.02. (3) Drug 1: C1=CC(=CC=C1C#N)C(C2=CC=C(C=C2)C#N)N3C=NC=N3. Drug 2: C1C(C(OC1N2C=C(C(=O)NC2=O)F)CO)O. Cell line: CAKI-1. Synergy scores: CSS=-3.12, Synergy_ZIP=-3.92, Synergy_Bliss=-3.33, Synergy_Loewe=-18.1, Synergy_HSA=-5.48. (4) Drug 1: CCC(=C(C1=CC=CC=C1)C2=CC=C(C=C2)OCCN(C)C)C3=CC=CC=C3.C(C(=O)O)C(CC(=O)O)(C(=O)O)O. Drug 2: C1CN1C2=NC(=NC(=N2)N3CC3)N4CC4. Cell line: NCI-H522. Synergy scores: CSS=23.5, Synergy_ZIP=-9.56, Synergy_Bliss=-3.19, Synergy_Loewe=-16.5, Synergy_HSA=-5.43. (5) Drug 1: CC1=C(C(=O)C2=C(C1=O)N3CC4C(C3(C2COC(=O)N)OC)N4)N. Drug 2: C(CCl)NC(=O)N(CCCl)N=O. Cell line: UACC-257. Synergy scores: CSS=-1.85, Synergy_ZIP=2.01, Synergy_Bliss=1.68, Synergy_Loewe=-2.83, Synergy_HSA=-2.40. (6) Drug 1: CC1C(C(CC(O1)OC2CC(OC(C2O)C)OC3=CC4=CC5=C(C(=O)C(C(C5)C(C(=O)C(C(C)O)O)OC)OC6CC(C(C(O6)C)O)OC7CC(C(C(O7)C)O)OC8CC(C(C(O8)C)O)(C)O)C(=C4C(=C3C)O)O)O)O. Drug 2: CS(=O)(=O)OCCCCOS(=O)(=O)C. Cell line: HCC-2998. Synergy scores: CSS=33.9, Synergy_ZIP=-0.763, Synergy_Bliss=-4.63, Synergy_Loewe=-34.5, Synergy_HSA=-5.63. (7) Drug 1: C(=O)(N)NO. Drug 2: CC1C(C(CC(O1)OC2CC(CC3=C2C(=C4C(=C3O)C(=O)C5=C(C4=O)C(=CC=C5)OC)O)(C(=O)CO)O)N)O.Cl. Cell line: EKVX. Synergy scores: CSS=2.10, Synergy_ZIP=-2.91, Synergy_Bliss=-1.78, Synergy_Loewe=-6.24, Synergy_HSA=-1.58.